The task is: Regression. Given a peptide amino acid sequence and an MHC pseudo amino acid sequence, predict their binding affinity value. This is MHC class I binding data.. This data is from Peptide-MHC class I binding affinity with 185,985 pairs from IEDB/IMGT. (1) The peptide sequence is TPLVQPVGAL. The MHC is HLA-B07:02 with pseudo-sequence HLA-B07:02. The binding affinity (normalized) is 0.587. (2) The binding affinity (normalized) is 0.0847. The peptide sequence is MLDQFGVSY. The MHC is HLA-B40:01 with pseudo-sequence HLA-B40:01. (3) The peptide sequence is RVKEKYQHL. The MHC is HLA-B35:01 with pseudo-sequence HLA-B35:01. The binding affinity (normalized) is 0. (4) The peptide sequence is FVAAFDHFY. The MHC is HLA-A30:01 with pseudo-sequence HLA-A30:01. The binding affinity (normalized) is 0.0847.